This data is from Forward reaction prediction with 1.9M reactions from USPTO patents (1976-2016). The task is: Predict the product of the given reaction. (1) Given the reactants [N:1]1[C:5]2[CH:6]=[CH:7][CH:8]=[CH:9][C:4]=2[NH:3][CH:2]=1.CC(C)([O-])C.[K+].CS(C)=O.Cl[CH2:21][CH2:22][CH2:23][CH2:24][OH:25], predict the reaction product. The product is: [N:1]1([CH2:21][CH2:22][CH2:23][CH2:24][OH:25])[C:5]2[CH:6]=[CH:7][CH:8]=[CH:9][C:4]=2[N:3]=[CH:2]1. (2) Given the reactants [CH3:1][C:2]1[CH:7]=[CH:6][C:5]([CH2:8][N:9]([CH:21]2[CH2:26][CH2:25][N:24](C(OC(C)(C)C)=O)[CH2:23][CH2:22]2)[C:10](=[O:20])[CH2:11][C:12]2[CH:17]=[CH:16][C:15]([O:18][CH3:19])=[CH:14][CH:13]=2)=[CH:4][CH:3]=1.[CH3:34][CH:35]([CH3:38])[CH:36]=O.[BH4-].C(OC(=O)C)(=O)C, predict the reaction product. The product is: [CH3:1][C:2]1[CH:3]=[CH:4][C:5]([CH2:8][N:9]([CH:21]2[CH2:26][CH2:25][N:24]([CH2:34][CH:35]([CH3:38])[CH3:36])[CH2:23][CH2:22]2)[C:10](=[O:20])[CH2:11][C:12]2[CH:17]=[CH:16][C:15]([O:18][CH3:19])=[CH:14][CH:13]=2)=[CH:6][CH:7]=1.